Dataset: Forward reaction prediction with 1.9M reactions from USPTO patents (1976-2016). Task: Predict the product of the given reaction. (1) Given the reactants [Cl:1][C:2]1[C:13]([Cl:14])=[CH:12][CH:11]=[CH:10][C:3]=1[C:4]([NH:6][CH:7]1[CH2:9][CH2:8]1)=O.[Cl-].[NH2:16][NH2:17], predict the reaction product. The product is: [Cl:1][C:2]1[C:13]([Cl:14])=[CH:12][CH:11]=[CH:10][C:3]=1[C:4](=[N:6][CH:7]1[CH2:9][CH2:8]1)[NH:16][NH2:17]. (2) Given the reactants C(OC(=O)[CH:5]=[CH:6][C:7]([N:9]1[CH2:14][CH2:13][N:12]([C:15]2[C:24]3[C:19](=[CH:20][C:21]([CH3:25])=[CH:22][CH:23]=3)[N:18]=[C:17]([C:26]3[CH:31]=[CH:30][CH:29]=[CH:28][C:27]=3[OH:32])[N:16]=2)[CH2:11][CH2:10]1)=[O:8])C.C[Mg]Br, predict the reaction product. The product is: [OH:32][C:27]([CH3:28])([CH3:26])[CH:5]=[CH:6][C:7]([N:9]1[CH2:10][CH2:11][N:12]([C:15]2[C:24]3[C:19](=[CH:20][C:21]([CH3:25])=[CH:22][CH:23]=3)[N:18]=[C:17]([C:26]3[CH:31]=[CH:30][CH:29]=[CH:28][C:27]=3[OH:32])[N:16]=2)[CH2:13][CH2:14]1)=[O:8].